This data is from Full USPTO retrosynthesis dataset with 1.9M reactions from patents (1976-2016). The task is: Predict the reactants needed to synthesize the given product. (1) The reactants are: [CH3:1][O:2][C:3]1[CH:32]=[CH:31][C:6]([CH2:7][N:8]2[CH2:12][CH2:11][C:10]3([CH2:17][CH2:16][N:15]([CH2:18][C@@H:19]4[C@@H:23]([C:24]5[CH:29]=[CH:28][CH:27]=[CH:26][CH:25]=5)[CH2:22][NH:21][CH2:20]4)[CH2:14][CH2:13]3)[C:9]2=[O:30])=[CH:5][CH:4]=1.[CH:33]([O:36][C:37]([Cl:39])=[O:38])([CH3:35])[CH3:34].C(N(CC)CC)C.C(=O)(O)[O-].[Na+]. Given the product [ClH:39].[CH:33]([O:36][C:37]([N:21]1[CH2:22][C@H:23]([C:24]2[CH:25]=[CH:26][CH:27]=[CH:28][CH:29]=2)[C@@H:19]([CH2:18][N:15]2[CH2:16][CH2:17][C:10]3([C:9](=[O:30])[N:8]([CH2:7][C:6]4[CH:5]=[CH:4][C:3]([O:2][CH3:1])=[CH:32][CH:31]=4)[CH2:12][CH2:11]3)[CH2:13][CH2:14]2)[CH2:20]1)=[O:38])([CH3:35])[CH3:34], predict the reactants needed to synthesize it. (2) Given the product [CH3:1][O:2][C:3]1[C:4]([CH3:26])=[C:5]([C:17]([O:24][CH3:25])=[C:18]([O:22][CH3:23])[C:19]=1[O:20][CH3:21])[CH2:6][C:7]1[CH:8]=[CH:9][C:10]([OH:16])=[C:11]([CH:15]=1)[C:12]([O:14][CH3:27])=[O:13], predict the reactants needed to synthesize it. The reactants are: [CH3:1][O:2][C:3]1[C:4]([CH3:26])=[C:5]([C:17]([O:24][CH3:25])=[C:18]([O:22][CH3:23])[C:19]=1[O:20][CH3:21])[CH2:6][C:7]1[CH:8]=[CH:9][C:10]([OH:16])=[C:11]([CH:15]=1)[C:12]([OH:14])=[O:13].[CH3:27][Si](C=[N+]=[N-])(C)C. (3) Given the product [Cl:1][C:2]1[C:10]2[C:5](=[N:6][CH:7]=[CH:8][C:9]=2[C:11]2[N:12]=[C:13]([N:24]3[CH2:29][CH2:28][NH:27][CH2:26][CH2:25]3)[C:14]3[C:20]([CH:21]4[CH2:23][CH2:22]4)=[CH:19][N:18]=[CH:17][C:15]=3[N:16]=2)[NH:4][C:3]=1[CH3:37], predict the reactants needed to synthesize it. The reactants are: [Cl:1][C:2]1[C:10]2[C:5](=[N:6][CH:7]=[CH:8][C:9]=2[C:11]2[N:12]=[C:13]([N:24]3[CH2:29][CH2:28][N:27](C(OC(C)(C)C)=O)[CH2:26][CH2:25]3)[C:14]3[C:20]([CH:21]4[CH2:23][CH2:22]4)=[CH:19][N:18]=[CH:17][C:15]=3[N:16]=2)[NH:4][C:3]=1[CH3:37].Cl.O1CCOCC1. (4) Given the product [ClH:1].[CH3:26][C:22]1[CH:21]=[C:20]([C:17]2[S:16][C:15]([N:12]3[CH2:13][CH2:14][NH:9][CH2:10][CH2:11]3)=[N:19][CH:18]=2)[CH:25]=[CH:24][N:23]=1, predict the reactants needed to synthesize it. The reactants are: [ClH:1].C(OC([N:9]1[CH2:14][CH2:13][N:12]([C:15]2[S:16][C:17]([C:20]3[CH:25]=[CH:24][N:23]=[C:22]([CH3:26])[CH:21]=3)=[CH:18][N:19]=2)[CH2:11][CH2:10]1)=O)(C)(C)C. (5) Given the product [F:15][C:12]([F:14])([F:13])[C:11]1[N:6]2[N:5]=[CH:4][C:3]([C:1]#[C:2][C:27]3[S:31][C:30]([S:32]([NH2:35])(=[O:34])=[O:33])=[CH:29][CH:28]=3)=[C:7]2[N:8]=[C:9]([C:16]2[CH:21]=[CH:20][C:19]([C:22]([F:25])([F:24])[F:23])=[CH:18][CH:17]=2)[CH:10]=1, predict the reactants needed to synthesize it. The reactants are: [C:1]([C:3]1[CH:4]=[N:5][N:6]2[C:11]([C:12]([F:15])([F:14])[F:13])=[CH:10][C:9]([C:16]3[CH:21]=[CH:20][C:19]([C:22]([F:25])([F:24])[F:23])=[CH:18][CH:17]=3)=[N:8][C:7]=12)#[CH:2].Br[C:27]1[S:31][C:30]([S:32]([NH2:35])(=[O:34])=[O:33])=[CH:29][CH:28]=1. (6) Given the product [F:12][C:6]1[CH:5]=[C:4]([C:2](=[O:3])[CH2:1][C:13](=[O:18])[C:14]([OH:16])=[O:15])[CH:9]=[CH:8][C:7]=1[O:10][CH3:11], predict the reactants needed to synthesize it. The reactants are: [CH3:1][C:2]([C:4]1[CH:9]=[CH:8][C:7]([O:10][CH3:11])=[C:6]([F:12])[CH:5]=1)=[O:3].[C:13](OC)(=[O:18])[C:14]([O:16]C)=[O:15].CCC([O-])(C)C.[K+].C1(C)C=CC=CC=1. (7) Given the product [F:24][C:25]1[CH:26]=[C:27]([S:31][C:2]2[CH:3]=[CH:4][C:5]3[O:9][C:8]([CH2:10][CH2:11][N:12]4[CH2:16][CH2:15][CH2:14][C@H:13]4[CH3:17])=[CH:7][C:6]=3[CH:18]=2)[CH:28]=[CH:29][CH:30]=1, predict the reactants needed to synthesize it. The reactants are: Br[C:2]1[CH:3]=[CH:4][C:5]2[O:9][C:8]([CH2:10][CH2:11][N:12]3[CH2:16][CH2:15][CH2:14][C@H:13]3[CH3:17])=[CH:7][C:6]=2[CH:18]=1.C([Li])(C)(C)C.[F:24][C:25]1[CH:26]=[C:27]([S:31][S:31][C:27]2[CH:28]=[CH:29][CH:30]=[C:25]([F:24])[CH:26]=2)[CH:28]=[CH:29][CH:30]=1.